Task: Regression. Given a peptide amino acid sequence and an MHC pseudo amino acid sequence, predict their binding affinity value. This is MHC class I binding data.. Dataset: Peptide-MHC class I binding affinity with 185,985 pairs from IEDB/IMGT (1) The peptide sequence is IPRLLRTFL. The MHC is HLA-A69:01 with pseudo-sequence HLA-A69:01. The binding affinity (normalized) is 0.0847. (2) The peptide sequence is QLSNNKYVL. The MHC is HLA-A02:06 with pseudo-sequence HLA-A02:06. The binding affinity (normalized) is 0.143. (3) The peptide sequence is GEAVMRMG. The MHC is HLA-B40:01 with pseudo-sequence HLA-B40:01. The binding affinity (normalized) is 0. (4) The peptide sequence is WYETVKVNY. The MHC is HLA-A02:01 with pseudo-sequence HLA-A02:01. The binding affinity (normalized) is 0.0847. (5) The peptide sequence is ALSMGINTV. The MHC is HLA-B27:05 with pseudo-sequence HLA-B27:05. The binding affinity (normalized) is 0.0847. (6) The peptide sequence is KHNSAESAK. The MHC is HLA-B58:01 with pseudo-sequence HLA-B58:01. The binding affinity (normalized) is 0.0847.